Dataset: Cav3 T-type calcium channel HTS with 100,875 compounds. Task: Binary Classification. Given a drug SMILES string, predict its activity (active/inactive) in a high-throughput screening assay against a specified biological target. (1) The drug is S(c1n(CCCCC)c2c(n(c(=O)[nH]c2=O)C)n1)CCOCC. The result is 0 (inactive). (2) The drug is S=c1n(c(=O)c2c([nH]1)cc(cc2)C(=O)Nc1c(OC)cc(OC)cc1)Cc1occc1. The result is 0 (inactive). (3) The molecule is Clc1c(c2c(n(nc2)c2cc([N+]([O-])=O)ccc2)N)cccc1. The result is 0 (inactive). (4) The molecule is O=C(n1nc(nc1N)c1cccnc1)C. The result is 0 (inactive). (5) The drug is Oc1c(Nc2n(cnc2[N+]([O-])=O)C)cccc1. The result is 0 (inactive). (6) The compound is O1C(=C(C2(c3c(N(C2=O)CC(=O)N)cccc3)C(=C1N)C#N)C(OC(C)C)=O)C. The result is 0 (inactive). (7) The molecule is Brc1c(=O)n(CC(C)C)cc(c1)C(OC)=O. The result is 0 (inactive).